This data is from Full USPTO retrosynthesis dataset with 1.9M reactions from patents (1976-2016). The task is: Predict the reactants needed to synthesize the given product. (1) Given the product [Cl:1][C:2]1[CH:7]=[CH:6][C:5]([O:8][CH3:9])=[CH:4][C:3]=1[CH:10]([CH3:25])[C:11]([C:13]1[CH:14]=[CH:15][C:16](=[O:20])[N:17]([CH3:19])[CH:18]=1)=[O:12], predict the reactants needed to synthesize it. The reactants are: [Cl:1][C:2]1[CH:7]=[CH:6][C:5]([O:8][CH3:9])=[CH:4][C:3]=1[CH2:10][C:11]([C:13]1[CH:14]=[CH:15][C:16](=[O:20])[N:17]([CH3:19])[CH:18]=1)=[O:12].[H-].[Na+].CI.[C:25](OCC)(=O)C. (2) Given the product [CH3:18][N:16]([CH3:17])[C:8]1[CH:9]=[CH:10][C:11]([N+:13]([O-:15])=[O:14])=[CH:12][C:7]=1[C:6]1[O:20][CH:3]=[CH:4][N:5]=1, predict the reactants needed to synthesize it. The reactants are: CO[CH:3]([O:20]C)[CH2:4][NH:5][C:6](=O)[C:7]1[CH:12]=[C:11]([N+:13]([O-:15])=[O:14])[CH:10]=[CH:9][C:8]=1[N:16]([CH3:18])[CH3:17].O=P12OP3(OP(OP(O3)(O1)=O)(=O)O2)=O.[OH-].[Na+].